This data is from Forward reaction prediction with 1.9M reactions from USPTO patents (1976-2016). The task is: Predict the product of the given reaction. (1) The product is: [C:23]([O:27][C:28](=[O:29])[NH:30][C:31]([C:34]1[CH:42]=[C:41]([C:43]([F:46])([F:45])[F:44])[CH:40]=[C:36]([C:37](=[O:38])[NH:1][C:2]2[CH:3]=[CH:4][C:5]([CH3:22])=[C:6]([C:8]3[CH:9]=[C:10]([N:16]4[CH2:17][CH2:18][O:19][CH2:20][CH2:21]4)[C:11](=[O:15])[N:12]([CH3:14])[CH:13]=3)[CH:7]=2)[CH:35]=1)([CH3:33])[CH3:32])([CH3:24])([CH3:25])[CH3:26]. Given the reactants [NH2:1][C:2]1[CH:3]=[CH:4][C:5]([CH3:22])=[C:6]([C:8]2[CH:9]=[C:10]([N:16]3[CH2:21][CH2:20][O:19][CH2:18][CH2:17]3)[C:11](=[O:15])[N:12]([CH3:14])[CH:13]=2)[CH:7]=1.[C:23]([O:27][C:28]([NH:30][C:31]([C:34]1[CH:35]=[C:36]([CH:40]=[C:41]([C:43]([F:46])([F:45])[F:44])[CH:42]=1)[C:37](O)=[O:38])([CH3:33])[CH3:32])=[O:29])([CH3:26])([CH3:25])[CH3:24].C(Cl)CCl.C1C=NC2N(O)N=NC=2C=1, predict the reaction product. (2) The product is: [C:12]([C:10]1[CH:9]=[CH:8][C:3]([C:4]([O:6][CH3:7])=[O:5])=[C:2]([NH:1][CH2:14][CH3:15])[CH:11]=1)#[N:13]. Given the reactants [NH2:1][C:2]1[CH:11]=[C:10]([C:12]#[N:13])[CH:9]=[CH:8][C:3]=1[C:4]([O:6][CH3:7])=[O:5].[CH:14](=O)[CH3:15].C(O[BH-](OC(=O)C)OC(=O)C)(=O)C.[Na+].C(=O)([O-])O.[Na+], predict the reaction product. (3) Given the reactants [Cl:1][C:2]1[CH:3]=[C:4]([C:8](=[O:24])[CH2:9][C:10]([C:12]2[CH:17]=[CH:16][C:15]([O:18]C)=[C:14]([O:20]C)[C:13]=2OC)=[O:11])[CH:5]=[CH:6][CH:7]=1.I, predict the reaction product. The product is: [Cl:1][C:2]1[CH:3]=[C:4]([C:8]2[O:24][C:13]3[C:12]([C:10](=[O:11])[CH:9]=2)=[CH:17][CH:16]=[C:15]([OH:18])[C:14]=3[OH:20])[CH:5]=[CH:6][CH:7]=1. (4) Given the reactants [C:1]([O:4][CH2:5][CH3:6])(=[O:3])[CH3:2].C(N([CH2:12][CH3:13])CC)C.FC(F)(F)S(O[Si:20](OS(C(F)(F)F)(=O)=O)([CH3:22])[CH3:21])(=O)=O, predict the reaction product. The product is: [CH3:21][Si:20]([CH3:22])([CH2:2][C:1]([O:4][CH2:12][CH3:13])=[O:3])[CH2:2][C:1]([O:4][CH2:5][CH3:6])=[O:3]. (5) Given the reactants [C:1]1([C:7]2[CH:12]=[CH:11][N:10]=[C:9]([C:13](=[N:15][OH:16])[NH2:14])[CH:8]=2)[CH:6]=[CH:5][CH:4]=[CH:3][CH:2]=1.[C:17](N1C=CN=C1)(N1C=CN=C1)=[O:18].N12CCCN=C1CCCCC2.Cl, predict the reaction product. The product is: [C:1]1([C:7]2[CH:12]=[CH:11][N:10]=[C:9]([C:13]3[NH:15][O:16][C:17](=[O:18])[N:14]=3)[CH:8]=2)[CH:2]=[CH:3][CH:4]=[CH:5][CH:6]=1. (6) Given the reactants [C:1]([C:5]1[CH:6]=[C:7]([NH2:28])[N:8]([C:10]2[CH:15]=[C:14]([O:16][Si:17]([CH:24]([CH3:26])[CH3:25])([CH:21]([CH3:23])[CH3:22])[CH:18]([CH3:20])[CH3:19])[CH:13]=[C:12]([CH3:27])[CH:11]=2)[N:9]=1)([CH3:4])([CH3:3])[CH3:2].[OH-].[Na+].Cl[C:32]([O:34][CH2:35][C:36]([Cl:39])([Cl:38])[Cl:37])=[O:33], predict the reaction product. The product is: [Cl:37][C:36]([Cl:39])([Cl:38])[CH2:35][O:34][C:32](=[O:33])[NH:28][C:7]1[N:8]([C:10]2[CH:15]=[C:14]([O:16][Si:17]([CH:18]([CH3:20])[CH3:19])([CH:24]([CH3:26])[CH3:25])[CH:21]([CH3:22])[CH3:23])[CH:13]=[C:12]([CH3:27])[CH:11]=2)[N:9]=[C:5]([C:1]([CH3:2])([CH3:3])[CH3:4])[CH:6]=1. (7) Given the reactants C[Si](C)(C)[N-][Si](C)(C)C.[Li+].[Si]([O:18][CH2:19][C@@H:20]1[C:24]([C:25]2[N:26]=[C:27]([SH:30])[S:28][CH:29]=2)=[CH:23][CH2:22][N:21]1[C:31]([O:33][CH2:34][CH:35]=[CH2:36])=[O:32])(C(C)(C)C)(C)C.O(P(OC1C=CC=CC=1)O[C:46]1[C@H:52]([CH3:53])[C@H:51]2[N:48]([C:49](=[O:61])[C@@H:50]2[C@H:54]([O:56][Si](C)(C)C)[CH3:55])[C:47]=1[C:62]([O:64][CH2:65][CH:66]=[CH2:67])=[O:63])C1C=CC=CC=1.C(#N)C.[F-].C([N+](CCCC)(CCCC)CCCC)CCC, predict the reaction product. The product is: [CH2:34]([O:33][C:31]([N:21]1[CH2:22][CH:23]=[C:24]([C:25]2[N:26]=[C:27]([S:30][C:46]3[C@H:52]([CH3:53])[C@H:51]4[N:48]([C:49](=[O:61])[C@@H:50]4[C@H:54]([OH:56])[CH3:55])[C:47]=3[C:62]([O:64][CH2:65][CH:66]=[CH2:67])=[O:63])[S:28][CH:29]=2)[C@H:20]1[CH2:19][OH:18])=[O:32])[CH:35]=[CH2:36]. (8) Given the reactants [F:1][C:2]1[CH:33]=[CH:32][C:5]([CH2:6][C:7]2[CH:16]=[C:15]3[C:10]([C:11]([OH:31])=[C:12]([C:26](OCC)=[O:27])[C:13](=[O:25])[N:14]3[CH2:17][CH2:18][N:19]3[CH2:23][CH2:22][CH2:21][C:20]3=[O:24])=[N:9][CH:8]=2)=[CH:4][CH:3]=1.[CH3:34][O:35][CH2:36][CH:37]([NH2:40])[CH2:38][CH3:39], predict the reaction product. The product is: [F:1][C:2]1[CH:33]=[CH:32][C:5]([CH2:6][C:7]2[CH:16]=[C:15]3[C:10]([C:11]([OH:31])=[C:12]([C:26]([NH:40][CH:37]([CH2:36][O:35][CH3:34])[CH2:38][CH3:39])=[O:27])[C:13](=[O:25])[N:14]3[CH2:17][CH2:18][N:19]3[CH2:23][CH2:22][CH2:21][C:20]3=[O:24])=[N:9][CH:8]=2)=[CH:4][CH:3]=1. (9) Given the reactants [CH2:1]([O:3][C:4](=[O:32])[C:5]1[CH:10]=[C:9]([O:11][CH2:12][CH2:13][O:14][CH3:15])[C:8]([O:16][CH2:17][CH2:18][O:19][CH3:20])=[CH:7][C:6]=1[NH:21][C:22](=[O:31])[C:23]1[CH:28]=[CH:27][CH:26]=[C:25]([CH2:29]Cl)[CH:24]=1)[CH3:2].C(N(CC)CC)C.[SH:40][CH2:41][CH:42]([OH:45])[CH2:43][OH:44].ClCC1C=C(C=CC=1)C(O)=O, predict the reaction product. The product is: [CH2:1]([O:3][C:4](=[O:32])[C:5]1[CH:10]=[C:9]([O:11][CH2:12][CH2:13][O:14][CH3:15])[C:8]([O:16][CH2:17][CH2:18][O:19][CH3:20])=[CH:7][C:6]=1[NH:21][C:22](=[O:31])[C:23]1[CH:28]=[CH:27][CH:26]=[C:25]([CH2:29][S:40][CH2:41][CH:42]([OH:45])[CH2:43][OH:44])[CH:24]=1)[CH3:2]. (10) Given the reactants [F:1][C:2]1[CH:7]=[CH:6][C:5]([N:8]2[C:12]3[N:13]=[CH:14][N:15]([CH2:18][C:19]4([OH:41])[CH2:24][CH2:23][N:22]([C:25]([C:27]5[CH:32]=[CH:31][C:30](C6C=NN(CC#N)C=6)=[CH:29][CH:28]=5)=[O:26])[CH2:21][CH2:20]4)[C:16](=[O:17])[C:11]=3[CH:10]=[N:9]2)=[CH:4][CH:3]=1.CS(C)=O.[C:46](=[O:49])([O-])[O-].[K+].[K+].OO.[CH2:54]([OH:56])C, predict the reaction product. The product is: [F:1][C:2]1[CH:7]=[CH:6][C:5]([N:8]2[C:12]3[N:13]=[CH:14][N:15]([CH2:18][C:19]4([OH:41])[CH2:20][CH2:21][N:22]([C:25](=[O:26])[C:27]5[CH:28]=[CH:29][C:30]([O:56][C:54]6[N:9]=[CH:10][CH:11]=[CH:12][N:8]=6)=[CH:31][CH:32]=5)[CH2:23][CH2:24]4)[C:16](=[O:17])[C:11]=3[CH:10]=[N:9]2)=[CH:4][C:3]=1[CH2:46][OH:49].